This data is from Full USPTO retrosynthesis dataset with 1.9M reactions from patents (1976-2016). The task is: Predict the reactants needed to synthesize the given product. (1) Given the product [Br:11][CH2:1][C:2]1[CH:3]=[C:4]([CH:8]=[CH:9][CH:10]=1)[C:5]([OH:7])=[O:6], predict the reactants needed to synthesize it. The reactants are: [CH3:1][C:2]1[CH:3]=[C:4]([CH:8]=[CH:9][CH:10]=1)[C:5]([OH:7])=[O:6].[Br:11]NC(=O)CCC(N)=O. (2) Given the product [CH:42]1([O:48][C:2]2[N:7]=[CH:6][C:5]([C:8]3[CH:9]=[CH:10][C:11]([CH2:12][C:13]4[N:14]([C:26]5[CH:27]=[CH:28][C:29]([N:32]6[S:36](=[O:38])(=[O:37])[NH:35][C:34](=[O:39])[CH2:33]6)=[CH:30][CH:31]=5)[CH:15]=[C:16]([C:18]5[CH:23]=[CH:22][C:21]([Cl:24])=[CH:20][C:19]=5[Cl:25])[N:17]=4)=[CH:40][CH:41]=3)=[CH:4][CH:3]=2)[CH2:47][CH2:46][CH2:45][CH2:44][CH2:43]1, predict the reactants needed to synthesize it. The reactants are: Cl[C:2]1[N:7]=[CH:6][C:5]([C:8]2[CH:41]=[CH:40][C:11]([CH2:12][C:13]3[N:14]([C:26]4[CH:31]=[CH:30][C:29]([N:32]5[S:36](=[O:38])(=[O:37])[NH:35][C:34](=[O:39])[CH2:33]5)=[CH:28][CH:27]=4)[CH:15]=[C:16]([C:18]4[CH:23]=[CH:22][C:21]([Cl:24])=[CH:20][C:19]=4[Cl:25])[N:17]=3)=[CH:10][CH:9]=2)=[CH:4][CH:3]=1.[CH:42]1([OH:48])[CH2:47][CH2:46][CH2:45][CH2:44][CH2:43]1. (3) Given the product [Cl:24][C:25]1[CH:26]=[CH:27][C:28]2[N:29]([CH:31]=[C:32]([CH2:34][N:11]([CH:9]3[C:10]4[N:1]=[CH:2][CH:3]=[CH:4][C:5]=4[CH2:6][CH2:7][CH2:8]3)[CH2:12][CH2:13][CH2:14][CH2:15][NH2:16])[N:33]=2)[CH:30]=1, predict the reactants needed to synthesize it. The reactants are: [N:1]1[C:10]2[CH:9]([NH:11][CH2:12][CH2:13][CH2:14][CH2:15][NH:16]C(=O)OC(C)(C)C)[CH2:8][CH2:7][CH2:6][C:5]=2[CH:4]=[CH:3][CH:2]=1.[Cl:24][C:25]1[CH:26]=[CH:27][C:28]2[N:29]([CH:31]=[C:32]([CH:34]=O)[N:33]=2)[CH:30]=1. (4) Given the product [F:1][C:2]1[CH:7]=[CH:6][C:5]([N:8]2[C:17]3[C:12](=[CH:13][C:14]([F:23])=[C:15]([N:18]4[CH2:22][CH2:21][CH2:20][CH2:19]4)[CH:16]=3)[C:11](=[O:24])[N:10]([OH:25])[C:9]2=[O:33])=[CH:4][CH:3]=1, predict the reactants needed to synthesize it. The reactants are: [F:1][C:2]1[CH:7]=[CH:6][C:5]([N:8]2[C:17]3[C:12](=[CH:13][C:14]([F:23])=[C:15]([N:18]4[CH2:22][CH2:21][CH2:20][CH2:19]4)[CH:16]=3)[C:11](=[O:24])[N:10]([O:25]CC3C=CC=CC=3)[C:9]2=[O:33])=[CH:4][CH:3]=1.